Predict the product of the given reaction. From a dataset of Forward reaction prediction with 1.9M reactions from USPTO patents (1976-2016). (1) Given the reactants [Br:1][C:2]1[N:6]2[C:7](Cl)=[CH:8][CH:9]=[C:10]([C:11]([C:13]3[CH:18]=[CH:17][CH:16]=[CH:15][CH:14]=3)=[O:12])[C:5]2=[N:4][CH:3]=1.[OH-:20].[K+], predict the reaction product. The product is: [C:11]([C:10]1[CH:9]=[CH:8][C:7](=[O:20])[N:6]2[C:2]([Br:1])=[CH:3][NH:4][C:5]=12)(=[O:12])[C:13]1[CH:18]=[CH:17][CH:16]=[CH:15][CH:14]=1. (2) Given the reactants C([O:3][C:4]([C:6]1([NH:15][C:16](=[O:28])[C:17]2[CH:22]=[CH:21][CH:20]=[C:19]([CH3:23])[C:18]=2[O:24][CH2:25][C:26]#[CH:27])[CH2:14][C:13]2[C:8](=[CH:9][CH:10]=[CH:11][CH:12]=2)[CH2:7]1)=[O:5])C.O1CCOCC1.CO.[Li+].[OH-], predict the reaction product. The product is: [CH3:23][C:19]1[C:18]([O:24][CH2:25][C:26]#[CH:27])=[C:17]([CH:22]=[CH:21][CH:20]=1)[C:16]([NH:15][C:6]1([C:4]([OH:5])=[O:3])[CH2:14][C:13]2[C:8](=[CH:9][CH:10]=[CH:11][CH:12]=2)[CH2:7]1)=[O:28]. (3) Given the reactants Cl.[CH2:2]([O:4][C:5](=[O:8])[CH2:6][NH2:7])[CH3:3].N12CCCN=C1CCCCC2.[S:20]1[CH:24]=[CH:23][CH:22]=[C:21]1[CH2:25][C:26](Cl)=[O:27], predict the reaction product. The product is: [S:20]1[CH:24]=[CH:23][CH:22]=[C:21]1[CH2:25][C:26]([NH:7][CH2:6][C:5]([O:4][CH2:2][CH3:3])=[O:8])=[O:27]. (4) The product is: [OH:17][C:8]1[C:7](=[O:21])[C:1]2[C:2](=[CH:3][CH:4]=[CH:5][CH:6]=2)[O:10][C:9]=1[C:11]1[CH:16]=[CH:15][CH:14]=[CH:13][CH:12]=1. Given the reactants [C:1]1([CH:7]=[CH:8][C:9]([C:11]2[CH:16]=[CH:15][CH:14]=[CH:13][CH:12]=2)=[O:10])[CH:6]=[CH:5][CH:4]=[CH:3][CH:2]=1.[OH-:17].[K+].Cl.C[OH:21], predict the reaction product. (5) The product is: [OH:19][CH:10]1[CH:11]([C:14]([O:16][CH2:17][CH3:18])=[O:15])[CH2:12][CH2:13][NH:8][CH2:9]1. Given the reactants C([N:8]1[CH2:13][CH2:12][CH:11]([C:14]([O:16][CH2:17][CH3:18])=[O:15])[CH:10]([OH:19])[CH2:9]1)C1C=CC=CC=1, predict the reaction product. (6) Given the reactants [Cl:1][C:2]1[N:7]=[C:6](Cl)[C:5]([C:9]([O:11][CH2:12][CH3:13])=[O:10])=[CH:4][N:3]=1.Cl.[C:15]([N:22]1[CH2:27][CH2:26][CH:25]([CH2:28][NH2:29])[CH2:24][CH2:23]1)([O:17][C:18]([CH3:21])([CH3:20])[CH3:19])=[O:16].CCN(C(C)C)C(C)C.O, predict the reaction product. The product is: [C:18]([O:17][C:15]([N:22]1[CH2:27][CH2:26][CH:25]([CH2:28][NH:29][C:6]2[C:5]([C:9]([O:11][CH2:12][CH3:13])=[O:10])=[CH:4][N:3]=[C:2]([Cl:1])[N:7]=2)[CH2:24][CH2:23]1)=[O:16])([CH3:21])([CH3:20])[CH3:19]. (7) The product is: [OH:21][C:20]1([C:22]([F:23])([F:24])[F:25])[CH:19]([O:29][CH3:27])[C:18](=[O:26])[NH:3][C:4]2[NH:5][N:6]=[C:7]([C:9]3[CH:14]=[CH:13][CH:12]=[CH:11][CH:10]=3)[C:8]1=2. Given the reactants C([NH:3][C:4]1[NH:5][N:6]=[C:7]([C:9]2[CH:14]=[CH:13][CH:12]=[CH:11][CH:10]=2)[CH:8]=1)C.C(O[C:18](=[O:26])[CH2:19][C:20]([C:22]([F:25])([F:24])[F:23])=[O:21])C.[C:27](O)(=[O:29])C, predict the reaction product.